Task: Predict the product of the given reaction.. Dataset: Forward reaction prediction with 1.9M reactions from USPTO patents (1976-2016) (1) The product is: [Cl:23][C:24]1[C:25]([N:39]2[C:48](=[O:49])[C:47]3[C:42](=[C:43]([F:50])[CH:44]=[CH:45][CH:46]=3)[N:41]([CH3:51])[C:40]2=[O:52])=[CH:26][CH:27]=[CH:28][C:29]=1[C:2]1[C:14]2[C:13]3[C:8](=[CH:9][C:10]([C:15]([OH:18])([CH3:16])[CH3:17])=[CH:11][CH:12]=3)[NH:7][C:6]=2[C:5]([C:19]([NH2:21])=[O:20])=[CH:4][C:3]=1[F:22]. Given the reactants Br[C:2]1[C:14]2[C:13]3[C:8](=[CH:9][C:10]([C:15]([OH:18])([CH3:17])[CH3:16])=[CH:11][CH:12]=3)[NH:7][C:6]=2[C:5]([C:19]([NH2:21])=[O:20])=[CH:4][C:3]=1[F:22].[Cl:23][C:24]1[C:29](B2OC(C)(C)C(C)(C)O2)=[CH:28][CH:27]=[CH:26][C:25]=1[N:39]1[C:48](=[O:49])[C:47]2[C:42](=[C:43]([F:50])[CH:44]=[CH:45][CH:46]=2)[N:41]([CH3:51])[C:40]1=[O:52].C([O-])([O-])=O.[Cs+].[Cs+].O1CCOCC1, predict the reaction product. (2) Given the reactants Cl.Cl.[OH:3][C@@H:4]1[CH2:11][N:10]([CH2:12][CH2:13][C@H:14]([N:18]2[C:24](=[O:25])[CH2:23][CH2:22][NH:21][C@H:20]([CH3:26])[CH2:19]2)[CH2:15][O:16][CH3:17])[CH2:9][CH2:8][C:5]21[CH2:7][CH2:6]2.[F:27][C:28]([F:39])([F:38])[C:29]1[CH:30]=[C:31]([N:35]=[C:36]=[O:37])[CH:32]=[CH:33][CH:34]=1, predict the reaction product. The product is: [F:27][C:28]([F:38])([F:39])[C:29]1[CH:30]=[C:31]([NH:35][C:36]([N:21]2[CH2:22][CH2:23][C:24](=[O:25])[N:18]([C@H:14]([CH2:15][O:16][CH3:17])[CH2:13][CH2:12][N:10]3[CH2:9][CH2:8][C:5]4([CH2:7][CH2:6]4)[C@H:4]([OH:3])[CH2:11]3)[CH2:19][C@H:20]2[CH3:26])=[O:37])[CH:32]=[CH:33][CH:34]=1. (3) Given the reactants [OH:1][CH2:2][CH:3]1[CH2:8][CH2:7][N:6]([C:9]([O:11][C:12]([CH3:15])([CH3:14])[CH3:13])=[O:10])[CH2:5][CH2:4]1.C(N(C(C)C)CC)(C)C.ClC(Cl)(O[C:29](=[O:35])OC(Cl)(Cl)Cl)Cl.[CH2:37]([C:40]1[N:41]=[C:42]([C:45]2[CH:51]=[CH:50][CH:49]=[CH:48][C:46]=2[NH2:47])[S:43][CH:44]=1)[CH2:38][CH3:39], predict the reaction product. The product is: [CH2:37]([C:40]1[N:41]=[C:42]([C:45]2[CH:51]=[CH:50][CH:49]=[CH:48][C:46]=2[NH:47][C:29]([O:1][CH2:2][CH:3]2[CH2:8][CH2:7][N:6]([C:9]([O:11][C:12]([CH3:15])([CH3:14])[CH3:13])=[O:10])[CH2:5][CH2:4]2)=[O:35])[S:43][CH:44]=1)[CH2:38][CH3:39]. (4) Given the reactants Br[C:2]1[C:10]2[O:9][C:8]([Si](C)(C)C)=[CH:7][C:6]=2[CH:5]=[C:4]([NH:15][S:16]([C:19]2[CH:24]=[C:23]([CH3:25])[CH:22]=[CH:21][C:20]=2[O:26][CH3:27])(=[O:18])=[O:17])[CH:3]=1.[C:28]([O:32][C:33]([N:35]1[CH2:40][CH2:39][NH:38][CH2:37][CH2:36]1)=[O:34])([CH3:31])([CH3:30])[CH3:29].[C:41]([O-])([O-])=[O:42].[K+].[K+], predict the reaction product. The product is: [C:28]([O:32][C:33]([N:35]1[CH2:40][CH2:39][N:38]([C:41]([C:2]2[C:10]3[O:9][CH:8]=[CH:7][C:6]=3[CH:5]=[C:4]([NH:15][S:16]([C:19]3[CH:24]=[C:23]([CH3:25])[CH:22]=[CH:21][C:20]=3[O:26][CH3:27])(=[O:18])=[O:17])[CH:3]=2)=[O:42])[CH2:37][CH2:36]1)=[O:34])([CH3:31])([CH3:29])[CH3:30]. (5) Given the reactants [OH-].[CH2:2]([N+:4]([CH2:10][CH3:11])([CH2:6][CH2:7][O:8][CH3:9])[CH3:5])[CH3:3].[NH2:12][CH:13]([CH3:17])[C:14]([OH:16])=[O:15], predict the reaction product. The product is: [NH2:12][CH:13]([CH3:17])[C:14]([O-:16])=[O:15].[CH2:2]([N+:4]([CH2:10][CH3:11])([CH2:6][CH2:7][O:8][CH3:9])[CH3:5])[CH3:3].